From a dataset of Full USPTO retrosynthesis dataset with 1.9M reactions from patents (1976-2016). Predict the reactants needed to synthesize the given product. (1) Given the product [O:74]=[C:73]([N:75]1[CH2:76][CH2:77][CH:78]([O:81][C:82]2[CH:87]=[CH:86][CH:85]=[C:84]([C:88]([F:91])([F:89])[F:90])[CH:83]=2)[CH2:79][CH2:80]1)[CH2:72][NH:71][C:22]([C:19]1[CH:18]=[C:17]([C:13]2[CH:12]=[N:11][CH:16]=[CH:15][CH:14]=2)[NH:21][N:20]=1)=[O:24], predict the reactants needed to synthesize it. The reactants are: CCN(C(C)C)C(C)C.Cl.[N:11]1[CH:16]=[CH:15][CH:14]=[C:13]([C:17]2[NH:21][N:20]=[C:19]([C:22]([OH:24])=O)[CH:18]=2)[CH:12]=1.C1(C2NN=C(C(O)=O)C=2)C=CC=CC=1.C(C1C=NC=CC=1)(=O)C.C1C=CC2N(O)N=NC=2C=1.CCN=C=NCCCN(C)C.Cl.Cl.[NH2:71][CH2:72][C:73]([N:75]1[CH2:80][CH2:79][CH:78]([O:81][C:82]2[CH:87]=[CH:86][CH:85]=[C:84]([C:88]([F:91])([F:90])[F:89])[CH:83]=2)[CH2:77][CH2:76]1)=[O:74]. (2) Given the product [CH3:1][O:2][C:3]1[CH:12]=[C:11]2[C:6]([C:7]([OH:13])=[C:8]([N+:14]([O-:16])=[O:15])[CH:9]=[N:10]2)=[CH:5][CH:4]=1, predict the reactants needed to synthesize it. The reactants are: [CH3:1][O:2][C:3]1[CH:12]=[C:11]2[C:6]([C:7]([OH:13])=[CH:8][CH:9]=[N:10]2)=[CH:5][CH:4]=1.[N+:14]([O-])([OH:16])=[O:15].